This data is from Forward reaction prediction with 1.9M reactions from USPTO patents (1976-2016). The task is: Predict the product of the given reaction. (1) Given the reactants [CH3:1][O:2][C:3]1[CH:8]=[CH:7][C:6]([C:9]2[N:10]=[C:11]([CH:21]3[CH2:30][CH2:29][C:24]4([O:28][CH2:27][CH2:26][O:25]4)[CH2:23][CH2:22]3)[S:12][C:13]=2[C:14]2[CH:19]=[CH:18][C:17]([CH3:20])=[CH:16][CH:15]=2)=[CH:5][CH:4]=1.C1(C2[O:39]N2S(C2C=CC=CC=2)(=O)=O)C=CC=CC=1.O, predict the reaction product. The product is: [CH3:1][O:2][C:3]1[CH:8]=[CH:7][C:6]([C:9]2[N:10]=[C:11]([C:21]3([OH:39])[CH2:30][CH2:29][C:24]4([O:28][CH2:27][CH2:26][O:25]4)[CH2:23][CH2:22]3)[S:12][C:13]=2[C:14]2[CH:19]=[CH:18][C:17]([CH3:20])=[CH:16][CH:15]=2)=[CH:5][CH:4]=1. (2) Given the reactants C1(C)C=CC(S([O-])(=O)=O)=CC=1.[NH+]1C=CC=CC=1.[Cl:18][C:19]1[CH:20]=[C:21]([C:25]([NH:27][CH:28]2[CH2:33][CH:32]([C:34]3[CH:39]=[CH:38][C:37]([C:40]([F:43])([F:42])[F:41])=[CH:36][CH:35]=3)[CH2:31][N:30]([C:44]([N:46]3[CH2:55][CH2:54][C:49]4(OCC[O:50]4)[CH2:48][CH2:47]3)=[O:45])[CH2:29]2)=[O:26])[CH:22]=[CH:23][CH:24]=1, predict the reaction product. The product is: [Cl:18][C:19]1[CH:20]=[C:21]([C:25]([NH:27][CH:28]2[CH2:33][CH:32]([C:34]3[CH:35]=[CH:36][C:37]([C:40]([F:42])([F:41])[F:43])=[CH:38][CH:39]=3)[CH2:31][N:30]([C:44]([N:46]3[CH2:47][CH2:48][C:49](=[O:50])[CH2:54][CH2:55]3)=[O:45])[CH2:29]2)=[O:26])[CH:22]=[CH:23][CH:24]=1. (3) The product is: [CH3:35][S:36]([OH:39])(=[O:38])=[O:37].[O:1]1[C:5]2[CH:6]=[CH:7][CH:8]=[CH:9][C:4]=2[C:3]([N:10]2[CH2:15][CH2:14][N:13]([CH2:16][CH:17]([C:21]3[CH:22]=[C:23]4[C:27](=[CH:28][CH:29]=3)[C:26]([CH3:31])([CH3:30])[C:25](=[O:32])[C:24]4([CH3:33])[CH3:34])[O:18][CH2:19][CH3:20])[CH2:12][CH2:11]2)=[N:2]1. Given the reactants [O:1]1[C:5]2[CH:6]=[CH:7][CH:8]=[CH:9][C:4]=2[C:3]([N:10]2[CH2:15][CH2:14][N:13]([CH2:16][CH:17]([C:21]3[CH:22]=[C:23]4[C:27](=[CH:28][CH:29]=3)[C:26]([CH3:31])([CH3:30])[C:25](=[O:32])[C:24]4([CH3:34])[CH3:33])[O:18][CH2:19][CH3:20])[CH2:12][CH2:11]2)=[N:2]1.[CH3:35][S:36]([OH:39])(=[O:38])=[O:37], predict the reaction product. (4) Given the reactants [CH:1]1[C:10]2[C:5](=[CH:6][CH:7]=[CH:8][CH:9]=2)[CH:4]=[C:3]([NH:11][C:12](=[O:27])[C:13]2[CH:18]=[CH:17][CH:16]=[CH:15][C:14]=2[NH:19][CH2:20][C:21]2[CH:26]=[CH:25][N:24]=[CH:23][CH:22]=2)[N:2]=1.ClC1C=CC=C(C(OO)=[O:36])C=1, predict the reaction product. The product is: [CH:1]1[C:10]2[C:5](=[CH:6][CH:7]=[CH:8][CH:9]=2)[CH:4]=[C:3]([NH+:11]([O-:36])[C:12](=[O:27])[C:13]2[CH:18]=[CH:17][CH:16]=[CH:15][C:14]=2[NH:19][CH2:20][C:21]2[CH:22]=[CH:23][N:24]=[CH:25][CH:26]=2)[N:2]=1. (5) Given the reactants [C:1]([N:4]([C:8]1[C:12]2[CH:13]=[C:14]([N+:17]([O-])=O)[CH:15]=[CH:16][C:11]=2[S:10][N:9]=1)[C:5](=[O:7])[CH3:6])(=[O:3])[CH3:2].C(O)(=O)C.C(=O)(O)[O-].[Na+], predict the reaction product. The product is: [C:1]([N:4]([C:8]1[C:12]2[CH:13]=[C:14]([NH2:17])[CH:15]=[CH:16][C:11]=2[S:10][N:9]=1)[C:5](=[O:7])[CH3:6])(=[O:3])[CH3:2]. (6) Given the reactants [F:1][CH:2]([F:35])[C:3]1[CH:8]=[CH:7][N:6]=[C:5]([NH:9][C:10]2[N:15]=[C:14]([C:16]3[CH:17]=[N:18][C:19]([C@@:22]([C@H:25]4[CH2:30][CH2:29][C@H:28]([C:31]([OH:33])=[O:32])[CH2:27][CH2:26]4)([OH:24])[CH3:23])=[CH:20][CH:21]=3)[CH:13]=[C:12]([CH3:34])[CH:11]=2)[CH:4]=1.[I-].[Na+].C(=O)([O-])[O-].[K+].[K+].[CH3:44][N:45]1[CH:49]=[C:48]([C:50]([O:52][CH:53](Cl)[CH3:54])=[O:51])[CH:47]=[N:46]1, predict the reaction product. The product is: [CH3:44][N:45]1[CH:49]=[C:48]([C:50]([O:52][CH:53]([O:32][C:31]([C@H:28]2[CH2:29][CH2:30][C@H:25]([C@:22]([C:19]3[N:18]=[CH:17][C:16]([C:14]4[CH:13]=[C:12]([CH3:34])[CH:11]=[C:10]([NH:9][C:5]5[CH:4]=[C:3]([CH:2]([F:1])[F:35])[CH:8]=[CH:7][N:6]=5)[N:15]=4)=[CH:21][CH:20]=3)([OH:24])[CH3:23])[CH2:26][CH2:27]2)=[O:33])[CH3:54])=[O:51])[CH:47]=[N:46]1. (7) Given the reactants FC(F)(F)S(O[C:7]1[C:16]([C:17]2[C:22]([CH2:23][CH3:24])=[N:21][C:20]([NH:25][CH:26]([CH2:29][CH3:30])[CH2:27][CH3:28])=[C:19]([CH2:31][CH3:32])[N:18]=2)=[CH:15][C:14]2[CH2:13][CH2:12][CH2:11][CH2:10][C:9]=2[CH:8]=1)(=O)=O.CN(C=O)C.C([SiH](CC)CC)C, predict the reaction product. The product is: [CH2:31]([C:19]1[C:20]([NH:25][CH:26]([CH2:29][CH3:30])[CH2:27][CH3:28])=[N:21][C:22]([CH2:23][CH3:24])=[C:17]([C:16]2[CH:7]=[CH:8][C:9]3[CH2:10][CH2:11][CH2:12][CH2:13][C:14]=3[CH:15]=2)[N:18]=1)[CH3:32]. (8) Given the reactants C(NC(C)C)(C)C.C([Li])CCC.[Cl:13][C:14]1[CH:19]=[CH:18][N:17]=[CH:16][CH:15]=1.CN(C)[CH:22]=[O:23], predict the reaction product. The product is: [Cl:13][C:14]1[CH:19]=[CH:18][N:17]=[CH:16][C:15]=1[CH:22]=[O:23]. (9) Given the reactants [C:1]([C:4]1[CH:11]=[CH:10][C:7]([C:8]#[N:9])=[CH:6][CH:5]=1)(=[O:3])[CH3:2].[N-:12]=[N+:13]=[N-:14].[Na+].Cl.CCOC(C)=O, predict the reaction product. The product is: [N:9]1[NH:12][N:13]=[N:14][C:8]=1[C:7]1[CH:10]=[CH:11][C:4]([C:1](=[O:3])[CH3:2])=[CH:5][CH:6]=1. (10) Given the reactants C([N+](CCCC)(CCCC)CCCC)CCC.[P:18]([O:22][CH2:23][C@@H:24]1[C@@H:28]([O:29][P:30]([O:33][CH2:34][C@@H:35]2[C@@H:39]([OH:40])[C@@H:38]([OH:41])[C@H:37]([N:42]3[CH:50]=[N:49][C:48]4[C:43]3=[N:44][CH:45]=[N:46][C:47]=4[NH2:51])[O:36]2)([OH:32])=[O:31])[CH2:27][C@H:26]([N:52]2[CH:57]=[CH:56][C:55]([NH2:58])=[N:54][C:53]2=[O:59])[O:25]1)([OH:21])([OH:20])=[O:19].[C:60]([O:64][C:65]([NH:67][C@@H:68]([CH2:75][CH2:76][CH2:77][CH2:78][NH:79][C:80](=[O:85])[C:81]([F:84])([F:83])[F:82])[C:69](OCC#N)=[O:70])=[O:66])([CH3:63])([CH3:62])[CH3:61], predict the reaction product. The product is: [C:60]([O:64][C:65]([NH:67][C@H:68]([CH2:75][CH2:76][CH2:77][CH2:78][NH:79][C:80](=[O:85])[C:81]([F:83])([F:84])[F:82])[C:69]([O:40][C@H:39]1[C@@H:38]([OH:41])[C@H:37]([N:42]2[CH:50]=[N:49][C:48]3[C:43]2=[N:44][CH:45]=[N:46][C:47]=3[NH2:51])[O:36][C@H:35]1[CH2:34][O:33][P:30]([O:29][C@H:28]1[CH2:27][C@H:26]([N:52]2[CH:57]=[CH:56][C:55]([NH2:58])=[N:54][C:53]2=[O:59])[O:25][C@@H:24]1[CH2:23][O:22][P:18]([OH:21])([OH:20])=[O:19])([OH:32])=[O:31])=[O:70])=[O:66])([CH3:63])([CH3:61])[CH3:62].